This data is from Catalyst prediction with 721,799 reactions and 888 catalyst types from USPTO. The task is: Predict which catalyst facilitates the given reaction. (1) Reactant: [CH3:1][C:2]1[S:3][C:4]([CH3:30])=[CH:5][C:6]=1[C:7]1[C:8]([CH3:29])=[C:9]([CH:26]=[CH:27][CH:28]=1)[CH2:10][NH:11][C:12]1[CH:25]=[CH:24][C:15]2[C@H:16]([CH2:19][C:20]([O:22]C)=[O:21])[CH2:17][O:18][C:14]=2[CH:13]=1.[OH-].[Na+]. Product: [CH3:1][C:2]1[S:3][C:4]([CH3:30])=[CH:5][C:6]=1[C:7]1[C:8]([CH3:29])=[C:9]([CH:26]=[CH:27][CH:28]=1)[CH2:10][NH:11][C:12]1[CH:25]=[CH:24][C:15]2[C@H:16]([CH2:19][C:20]([OH:22])=[O:21])[CH2:17][O:18][C:14]=2[CH:13]=1. The catalyst class is: 83. (2) Reactant: C1(P(C2C=CC=CC=2)C2C=CC=CC=2)C=CC=CC=1.CC(OC(/N=N/C(OC(C)C)=O)=O)C.[Cl:34][C:35]1[C:40]([N+:41]([O-:43])=[O:42])=[CH:39][C:38]([C:44]#[N:45])=[CH:37][C:36]=1[NH:46][C:47](=O)[CH2:48][N:49]([CH2:51][CH2:52][OH:53])[CH3:50]. Product: [Cl:34][C:35]1[C:40]([N+:41]([O-:43])=[O:42])=[CH:39][C:38]([C:44]#[N:45])=[CH:37][C:36]=1[N:46]1[CH2:47][CH2:48][N:49]([CH3:50])[CH2:51][C:52]1=[O:53]. The catalyst class is: 387. (3) Reactant: C[O:2][C:3]([C:5]1[CH:23]=[CH:22][C:8]2[N:9]([CH3:21])[C:10]([NH:12][C:13]3[C:18]([Cl:19])=[CH:17][CH:16]=[CH:15][C:14]=3[Cl:20])=[N:11][C:7]=2[CH:6]=1)=[O:4].[OH-].[Na+]. Product: [Cl:20][C:14]1[CH:15]=[CH:16][CH:17]=[C:18]([Cl:19])[C:13]=1[NH:12][C:10]1[N:9]([CH3:21])[C:8]2[CH:22]=[CH:23][C:5]([C:3]([OH:4])=[O:2])=[CH:6][C:7]=2[N:11]=1. The catalyst class is: 8. (4) Reactant: [CH3:1][O:2][C:3]1[CH:4]=[C:5]([CH:16]=[CH:17][C:18]=1[O:19][CH3:20])[O:6][CH2:7][C:8]1[O:12][N:11]=[C:10]([C:13]([OH:15])=O)[CH:9]=1.C(N(CC)CC)C.Cl.C(N=C=NCCCN(C)C)C.ON1C2C=CC=CC=2N=N1.[O:50]1[CH2:54][CH2:53][CH:52]([CH2:55][NH2:56])[CH2:51]1. Product: [O:50]1[CH2:54][CH2:53][CH:52]([CH2:55][NH:56][C:13]([C:10]2[CH:9]=[C:8]([CH2:7][O:6][C:5]3[CH:16]=[CH:17][C:18]([O:19][CH3:20])=[C:3]([O:2][CH3:1])[CH:4]=3)[O:12][N:11]=2)=[O:15])[CH2:51]1. The catalyst class is: 408. (5) Reactant: [F:1][C:2]1[C:10]([F:11])=[CH:9][C:5]([C:6](O)=[O:7])=[C:4]([CH3:12])[CH:3]=1.C(Cl)(=O)C([Cl:16])=O.CN(C)C=O. Product: [F:1][C:2]1[C:10]([F:11])=[CH:9][C:5]([C:6]([Cl:16])=[O:7])=[C:4]([CH3:12])[CH:3]=1. The catalyst class is: 22. (6) Reactant: [F:1][C:2]1[CH:3]=[C:4]([N:8]2[CH:12]=[N:11][C:10]([C:13]([OH:15])=O)=[N:9]2)[CH:5]=[CH:6][CH:7]=1.ClC(N(C)C)C(C)C.C(OC([N:31]1[CH2:36][CH2:35][NH:34][C:33]([CH3:38])([CH3:37])[CH2:32]1)=O)(C)(C)C. Product: [CH3:37][C:33]1([CH3:38])[CH2:32][NH:31][CH2:36][CH2:35][N:34]1[C:13]([C:10]1[N:11]=[CH:12][N:8]([C:4]2[CH:5]=[CH:6][CH:7]=[C:2]([F:1])[CH:3]=2)[N:9]=1)=[O:15]. The catalyst class is: 1.